This data is from Full USPTO retrosynthesis dataset with 1.9M reactions from patents (1976-2016). The task is: Predict the reactants needed to synthesize the given product. (1) The reactants are: C(NC(C)C)(C)C.[CH3:8][N:9]([CH3:30])[CH:10]1[CH2:14][CH2:13][N:12]([C:15]2[CH:20]=[CH:19][C:18]([NH:21][C:22]([C:24]3[O:25][C:26](Br)=[CH:27][CH:28]=3)=[O:23])=[CH:17][CH:16]=2)[CH2:11]1.[C:31]([C:33]1[CH:38]=[CH:37][C:36]([CH3:39])=[CH:35][CH:34]=1)#[CH:32]. Given the product [CH3:8][N:9]([CH3:30])[CH:10]1[CH2:14][CH2:13][N:12]([C:15]2[CH:20]=[CH:19][C:18]([NH:21][C:22]([C:24]3[O:25][C:26]([C:32]#[C:31][C:33]4[CH:38]=[CH:37][C:36]([CH3:39])=[CH:35][CH:34]=4)=[CH:27][CH:28]=3)=[O:23])=[CH:17][CH:16]=2)[CH2:11]1, predict the reactants needed to synthesize it. (2) Given the product [F:32][C:33]([F:38])([F:37])[C:34]([OH:36])=[O:35].[CH3:30][C:26]1([CH3:31])[CH2:25][NH:24][CH2:29][CH2:28][N:27]1[C:14]([C:11]1[N:12]=[CH:13][N:9]([C:4]2[CH:5]=[CH:6][C:7]([CH3:8])=[C:2]([F:1])[CH:3]=2)[N:10]=1)=[O:16], predict the reactants needed to synthesize it. The reactants are: [F:1][C:2]1[CH:3]=[C:4]([N:9]2[CH:13]=[N:12][C:11]([C:14]([OH:16])=O)=[N:10]2)[CH:5]=[CH:6][C:7]=1[CH3:8].C(OC([N:24]1[CH2:29][CH2:28][NH:27][C:26]([CH3:31])([CH3:30])[CH2:25]1)=O)(C)(C)C.[F:32][C:33]([F:38])([F:37])[C:34]([OH:36])=[O:35].CC1(C)CNCCN1C(C1N=CN(C2C=CC=CC=2)N=1)=O. (3) Given the product [C:21]12([CH2:31][C:32]([NH:1][C:2]3[CH:11]=[CH:10][CH:9]=[C:8]4[C:3]=3[CH:4]=[CH:5][N:6]([C@H:13]([CH3:20])[C:14]([NH:16][CH:17]3[CH2:19][CH2:18]3)=[O:15])[C:7]4=[O:12])=[O:33])[CH2:28][CH:27]3[CH2:26][CH:25]([CH2:24][CH:23]([CH2:29]3)[CH2:22]1)[CH2:30]2, predict the reactants needed to synthesize it. The reactants are: [NH2:1][C:2]1[CH:11]=[CH:10][CH:9]=[C:8]2[C:3]=1[CH:4]=[CH:5][N:6]([C@H:13]([CH3:20])[C:14]([NH:16][CH:17]1[CH2:19][CH2:18]1)=[O:15])[C:7]2=[O:12].[C:21]12([CH2:31][C:32](O)=[O:33])[CH2:30][CH:25]3[CH2:26][CH:27]([CH2:29][CH:23]([CH2:24]3)[CH2:22]1)[CH2:28]2.C(N(CC)C(C)C)(C)C.CN(C)C=O. (4) Given the product [O:19]1[CH2:20][CH2:21][CH:17]([C:16]2[C:10]3[CH2:9][NH:8][CH2:13][CH2:12][C:11]=3[NH:14][N:15]=2)[CH2:18]1, predict the reactants needed to synthesize it. The reactants are: C(OC([N:8]1[CH2:13][CH2:12][C:11]2[NH:14][N:15]=[C:16]([CH:17]3[CH2:21][CH2:20][O:19][CH2:18]3)[C:10]=2[CH2:9]1)=O)(C)(C)C.Cl.O1CCOCC1. (5) Given the product [C:13]([C:16]1[C:24]2[C:19](=[N:20][CH:21]=[CH:22][C:23]=2[C:8]#[C:9][CH2:10][CH2:11][CH3:12])[N:18]([S:26]([C:29]2[CH:34]=[CH:33][CH:32]=[CH:31][CH:30]=2)(=[O:28])=[O:27])[CH:17]=1)(=[O:15])[CH3:14], predict the reactants needed to synthesize it. The reactants are: C(N(CC)CC)C.[CH:8]#[C:9][CH2:10][CH2:11][CH3:12].[C:13]([C:16]1[C:24]2[C:19](=[N:20][CH:21]=[CH:22][C:23]=2Cl)[N:18]([S:26]([C:29]2[CH:34]=[CH:33][CH:32]=[CH:31][CH:30]=2)(=[O:28])=[O:27])[CH:17]=1)(=[O:15])[CH3:14].